Dataset: Full USPTO retrosynthesis dataset with 1.9M reactions from patents (1976-2016). Task: Predict the reactants needed to synthesize the given product. (1) Given the product [N+:1]([C:4]1[CH:5]=[C:6]([CH2:10][CH2:11][CH2:12][OH:13])[CH:7]=[CH:8][CH:9]=1)([O-:3])=[O:2], predict the reactants needed to synthesize it. The reactants are: [N+:1]([C:4]1[CH:5]=[C:6]([CH2:10][CH2:11][C:12](O)=[O:13])[CH:7]=[CH:8][CH:9]=1)([O-:3])=[O:2].O1CCCC1.B.O.Cl. (2) The reactants are: C([O:7][C:8]1[CH:13]=[CH:12][C:11]([C:14]([CH3:21])([CH3:20])[CH2:15][C:16]([CH3:19])([CH3:18])[CH3:17])=[CH:10][C:9]=1[N:22]1[N:26]=[C:25]2[CH:27]=[CH:28][CH:29]=[CH:30][C:24]2=[N:23]1)C=CCCC.[CH3:31][CH2:32][CH2:33][CH2:34][CH2:35][CH3:36].C(OCC)(=O)C. Given the product [N:26]1[N:22]([C:9]2[CH:10]=[C:11]([C:14]([CH3:20])([CH3:21])[CH2:15][C:16]([CH3:17])([CH3:18])[CH3:19])[CH:12]=[C:13]([CH:33]([CH2:34][CH2:35][CH3:36])[CH:32]=[CH2:31])[C:8]=2[OH:7])[N:23]=[C:24]2[CH:30]=[CH:29][CH:28]=[CH:27][C:25]=12, predict the reactants needed to synthesize it. (3) Given the product [C:1]([C:5]1[CH:6]=[C:7]2[C:12](=[C:13]([F:15])[CH:14]=1)[C:11](=[O:16])[N:10]([C:17]1[C:18]([CH2:30][OH:31])=[C:19]([N:23]3[CH:27]=[CH:26][C:25]([C:28]([NH2:29])=[O:34])=[N:24]3)[CH:20]=[CH:21][CH:22]=1)[N:9]=[CH:8]2)([CH3:4])([CH3:2])[CH3:3], predict the reactants needed to synthesize it. The reactants are: [C:1]([C:5]1[CH:6]=[C:7]2[C:12](=[C:13]([F:15])[CH:14]=1)[C:11](=[O:16])[N:10]([C:17]1[C:18]([CH2:30][OH:31])=[C:19]([N:23]3[CH:27]=[CH:26][C:25]([C:28]#[N:29])=[N:24]3)[CH:20]=[CH:21][CH:22]=1)[N:9]=[CH:8]2)([CH3:4])([CH3:3])[CH3:2].C([OH:34])C.O. (4) Given the product [Br:1][C:2]1[CH:3]=[C:4]([C:14]([OH:16])=[O:15])[C:5]2[CH:6]=[CH:7][N:8]([CH:11]([CH3:13])[CH3:12])[C:9]=2[CH:10]=1, predict the reactants needed to synthesize it. The reactants are: [Br:1][C:2]1[CH:3]=[C:4]([C:14]([O:16]C)=[O:15])[C:5]2[CH:6]=[CH:7][N:8]([CH:11]([CH3:13])[CH3:12])[C:9]=2[CH:10]=1.[OH-].[Na+].Cl. (5) Given the product [Cl:17][C:10]1[CH:11]=[N+:12]([O-:16])[CH:13]=[C:14]([Cl:15])[C:9]=1[CH2:8][C@@H:7]([C:18]1[CH:23]=[CH:22][C:21]([O:24][CH:25]([F:26])[F:27])=[C:20]([O:28][CH2:29][CH:30]2[CH2:31][CH2:32]2)[CH:19]=1)[O:6][C:4](=[O:5])[C:1]([NH:41][C:40]1[CH:42]=[CH:43][C:44]([N+:46]([O-:48])=[O:47])=[CH:45][C:39]=1[O:38][CH3:37])=[O:3], predict the reactants needed to synthesize it. The reactants are: [C:1]([C:4]([O:6][C@H:7]([C:18]1[CH:23]=[CH:22][C:21]([O:24][CH:25]([F:27])[F:26])=[C:20]([O:28][CH2:29][CH:30]2[CH2:32][CH2:31]2)[CH:19]=1)[CH2:8][C:9]1[C:14]([Cl:15])=[CH:13][N+:12]([O-:16])=[CH:11][C:10]=1[Cl:17])=[O:5])([OH:3])=O.C(Cl)CCl.[CH3:37][O:38][C:39]1[CH:45]=[C:44]([N+:46]([O-:48])=[O:47])[CH:43]=[CH:42][C:40]=1[NH2:41]. (6) Given the product [NH2:1][C:2]1[CH:3]=[CH:4][C:5]([C:8]2[N:10]=[C:14]([OH:13])[CH:15]=[C:16]([C:18]([F:21])([F:20])[F:19])[N:9]=2)=[N:6][CH:7]=1, predict the reactants needed to synthesize it. The reactants are: [NH2:1][C:2]1[CH:3]=[CH:4][C:5]([C:8]([NH2:10])=[NH:9])=[N:6][CH:7]=1.C([O:13][C:14](=O)[CH2:15][C:16]([C:18]([F:21])([F:20])[F:19])=O)C.C(=O)([O-])[O-].[Na+].[Na+].